The task is: Regression. Given a peptide amino acid sequence and an MHC pseudo amino acid sequence, predict their binding affinity value. This is MHC class I binding data.. This data is from Peptide-MHC class I binding affinity with 185,985 pairs from IEDB/IMGT. (1) The peptide sequence is YLGTALMGA. The MHC is HLA-A02:50 with pseudo-sequence HLA-A02:50. The binding affinity (normalized) is 1.00. (2) The peptide sequence is TILAVVSV. The MHC is H-2-Kb with pseudo-sequence H-2-Kb. The binding affinity (normalized) is 0.470. (3) The peptide sequence is YRFNLRRKM. The MHC is HLA-C06:02 with pseudo-sequence HLA-C06:02. The binding affinity (normalized) is 0.787. (4) The peptide sequence is RQWFFDLPL. The MHC is HLA-B40:01 with pseudo-sequence HLA-B40:01. The binding affinity (normalized) is 0.654. (5) The peptide sequence is SYSPGEINRVA. The MHC is Patr-A0901 with pseudo-sequence Patr-A0901. The binding affinity (normalized) is 0.132.